Dataset: Full USPTO retrosynthesis dataset with 1.9M reactions from patents (1976-2016). Task: Predict the reactants needed to synthesize the given product. (1) Given the product [OH:25][CH2:24][CH2:26][NH:27][C:4]([C:6]1[C:7]2[S:15][CH:14]=[C:13]([CH2:16][O:17][C:18]3[CH:19]=[CH:20][CH:21]=[CH:22][CH:23]=3)[C:8]=2[C:9]([NH2:12])=[N:10][CH:11]=1)=[O:5], predict the reactants needed to synthesize it. The reactants are: C(O[C:4]([C:6]1[C:7]2[S:15][CH:14]=[C:13]([CH2:16][O:17][C:18]3[CH:23]=[CH:22][CH:21]=[CH:20][CH:19]=3)[C:8]=2[C:9]([NH2:12])=[N:10][CH:11]=1)=[O:5])C.[CH2:24]([CH2:26][NH2:27])[OH:25]. (2) Given the product [CH3:35][C:30]1[N:29]=[C:28]([N:24]2[CH2:25][CH2:26][CH:21]([N:10]([CH2:8][CH3:9])[C:11](=[O:20])[O:12][CH2:13][C:14]3[CH:19]=[CH:18][CH:17]=[CH:16][CH:15]=3)[CH2:22][CH2:23]2)[CH:33]=[C:32]([CH3:34])[N:31]=1, predict the reactants needed to synthesize it. The reactants are: FC(F)(F)C(O)=O.[CH2:8]([N:10]([CH:21]1[CH2:26][CH2:25][NH:24][CH2:23][CH2:22]1)[C:11](=[O:20])[O:12][CH2:13][C:14]1[CH:19]=[CH:18][CH:17]=[CH:16][CH:15]=1)[CH3:9].Cl[C:28]1[CH:33]=[C:32]([CH3:34])[N:31]=[C:30]([CH3:35])[N:29]=1.C([O-])([O-])=O.[K+].[K+]. (3) Given the product [O:6]=[S:5]1(=[O:7])[NH:4][CH2:3][CH2:2][N:8]1[C:9]1[CH:14]=[CH:13][C:12]([C:15]2[N:16]([CH2:28][CH3:29])[C:17]3[C:22]([C:23]=2[C:24]#[N:25])=[CH:21][CH:20]=[C:19]([O:26][CH3:27])[CH:18]=3)=[CH:11][CH:10]=1, predict the reactants needed to synthesize it. The reactants are: Cl[CH2:2][CH2:3][NH:4][S:5]([NH:8][C:9]1[CH:14]=[CH:13][C:12]([C:15]2[N:16]([CH2:28][CH3:29])[C:17]3[C:22]([C:23]=2[C:24]#[N:25])=[CH:21][CH:20]=[C:19]([O:26][CH3:27])[CH:18]=3)=[CH:11][CH:10]=1)(=[O:7])=[O:6].C(=O)([O-])[O-].[K+].[K+]. (4) Given the product [NH:1]([C:8]1[C:13]([Br:14])=[CH:12][N:11]=[C:10]([NH:15][C:16]2[CH:21]=[CH:20][C:19]([NH:22][C:23](=[O:27])[CH2:24][CH2:25][NH:31][CH:28]([CH3:30])[CH3:29])=[CH:18][CH:17]=2)[N:9]=1)[C:2]1[CH:7]=[CH:6][CH:5]=[CH:4][CH:3]=1, predict the reactants needed to synthesize it. The reactants are: [NH:1]([C:8]1[C:13]([Br:14])=[CH:12][N:11]=[C:10]([NH:15][C:16]2[CH:21]=[CH:20][C:19]([NH:22][C:23](=[O:27])[CH2:24][CH2:25]Cl)=[CH:18][CH:17]=2)[N:9]=1)[C:2]1[CH:7]=[CH:6][CH:5]=[CH:4][CH:3]=1.[CH:28]([NH2:31])([CH3:30])[CH3:29]. (5) Given the product [O:18]([C:25]1[CH:30]=[CH:29][N:28]=[CH:27][C:26]=1/[CH:31]=[CH:32]/[C:33]([NH:17][C:14]1[CH:15]=[C:16]2[C:11]([CH:10]=[N:9][N:8]2[CH2:7][CH2:6][N:1]2[CH2:5][CH2:4][CH2:3][CH2:2]2)=[CH:12][CH:13]=1)=[O:34])[C:19]1[CH:20]=[CH:21][CH:22]=[CH:23][CH:24]=1, predict the reactants needed to synthesize it. The reactants are: [N:1]1([CH2:6][CH2:7][N:8]2[C:16]3[C:11](=[CH:12][CH:13]=[C:14]([NH2:17])[CH:15]=3)[CH:10]=[N:9]2)[CH2:5][CH2:4][CH2:3][CH2:2]1.[O:18]([C:25]1[CH:30]=[CH:29][N:28]=[CH:27][C:26]=1[CH:31]=[CH:32][C:33](O)=[O:34])[C:19]1[CH:24]=[CH:23][CH:22]=[CH:21][CH:20]=1. (6) Given the product [CH3:13][CH:12]([C:9]1[CH:8]=[CH:7][C:6]([CH2:5][OH:4])=[CH:11][CH:10]=1)[CH2:14][CH2:15][CH2:16][CH2:17][CH2:18][CH2:19][CH2:20][CH2:21][CH3:22], predict the reactants needed to synthesize it. The reactants are: C([O:4][CH2:5][C:6]1[CH:11]=[CH:10][C:9]([CH:12]([CH2:14][CH2:15][CH2:16][CH2:17][CH2:18][CH2:19][CH2:20][CH2:21][CH3:22])[CH3:13])=[CH:8][CH:7]=1)(=O)C.[OH-].[K+]. (7) Given the product [CH:11]1([C:16]([C:6]2[CH:7]=[CH:8][C:3]([O:2][CH3:1])=[C:4]([O:9][CH3:10])[CH:5]=2)=[O:17])[CH2:15][CH2:14][CH2:13][CH2:12]1, predict the reactants needed to synthesize it. The reactants are: [CH3:1][O:2][C:3]1[CH:8]=[CH:7][CH:6]=[CH:5][C:4]=1[O:9][CH3:10].[CH:11]1([C:16](O)=[O:17])[CH2:15][CH2:14][CH2:13][CH2:12]1. (8) Given the product [CH3:8][C:5]1[CH:6]=[CH:7][C:2]([NH:9][C:10]2[CH:15]=[CH:14][CH:13]=[CH:12][N:11]=2)=[N:3][CH:4]=1, predict the reactants needed to synthesize it. The reactants are: Br[C:2]1[CH:7]=[CH:6][C:5]([CH3:8])=[CH:4][N:3]=1.[NH2:9][C:10]1[CH:15]=[CH:14][CH:13]=[CH:12][N:11]=1.CC(C)([O-])C.[K+]. (9) Given the product [Cl:1][C:2]1[CH:20]=[N:19][C:5]2[N:6]=[C:7]([N:12]3[CH2:17][CH2:16][N:15]([CH3:18])[CH2:14][CH2:13]3)[C:8]3[N:9]([C:21]([CH3:22])=[N:11][N:10]=3)[C:4]=2[CH:3]=1, predict the reactants needed to synthesize it. The reactants are: [Cl:1][C:2]1[CH:20]=[N:19][C:5]2=[N:6][C:7]([N:12]3[CH2:17][CH2:16][N:15]([CH3:18])[CH2:14][CH2:13]3)=[C:8]([NH:10][NH2:11])[N:9]=[C:4]2[CH:3]=1.[C:21](OC)(OC)(OC)[CH3:22].